From a dataset of Catalyst prediction with 721,799 reactions and 888 catalyst types from USPTO. Predict which catalyst facilitates the given reaction. Reactant: C[O:2][C:3]1[CH:4]=[C:5]2[C:10](=[CH:11][CH:12]=1)[CH:9]=[C:8]([N:13]1[C:17]([CH3:18])=[CH:16][C:15]([O:19][CH2:20][CH2:21][N:22]3[CH2:27][CH2:26][O:25][CH2:24][CH2:23]3)=[N:14]1)[CH:7]=[CH:6]2. Product: [OH:2][C:3]1[CH:4]=[C:5]2[C:10](=[CH:11][CH:12]=1)[CH:9]=[C:8]([N:13]1[C:17]([CH3:18])=[CH:16][C:15]([O:19][CH2:20][CH2:21][N:22]3[CH2:23][CH2:24][O:25][CH2:26][CH2:27]3)=[N:14]1)[CH:7]=[CH:6]2. The catalyst class is: 33.